Task: Predict which catalyst facilitates the given reaction.. Dataset: Catalyst prediction with 721,799 reactions and 888 catalyst types from USPTO (1) Reactant: [OH:1]N1C(=O)C2C=CC=CC=2N=N1.COCCOCCOCC(O)=O.[CH3:25][CH:26]([CH3:33])[N:27]=[C:28]=[N:29][CH:30]([CH3:32])[CH3:31]. Product: [CH:26]([NH:27][C:28](=[O:1])[NH:29][CH:30]([CH3:32])[CH3:31])([CH3:33])[CH3:25]. The catalyst class is: 2. (2) Reactant: [CH3:1][O:2][C:3]1[CH:4]=[C:5]2[C:9](=[CH:10][CH:11]=1)[NH:8][CH:7]=[CH:6]2.[H-].[Na+].Br[CH:15]1[CH2:19][CH2:18][CH2:17][CH2:16]1. Product: [CH:15]1([N:8]2[C:9]3[C:5](=[CH:4][C:3]([O:2][CH3:1])=[CH:11][CH:10]=3)[CH:6]=[CH:7]2)[CH2:19][CH2:18][CH2:17][CH2:16]1. The catalyst class is: 18. (3) Reactant: Cl[C:2]1[N:7]=[CH:6][C:5]2[N:8]=[CH:9][N:10]([CH3:11])[C:4]=2[CH:3]=1.[CH2:12]([C:14]1[CH:20]=[CH:19][CH:18]=[CH:17][C:15]=1[NH2:16])[CH3:13].CC(C)([O-])C.[Na+].C1(P(C2C=CC=CC=2)C2C3OC4C(=CC=CC=4P(C4C=CC=CC=4)C4C=CC=CC=4)C(C)(C)C=3C=CC=2)C=CC=CC=1. Product: [CH2:12]([C:14]1[CH:20]=[CH:19][CH:18]=[CH:17][C:15]=1[NH:16][C:2]1[N:7]=[CH:6][C:5]2[N:8]=[CH:9][N:10]([CH3:11])[C:4]=2[CH:3]=1)[CH3:13]. The catalyst class is: 110. (4) The catalyst class is: 2. Reactant: [NH2:1][C:2]1[C:10]2[C:9]([C:11]3[CH:16]=[C:15]([O:17]C)[CH:14]=[CH:13][C:12]=3[F:19])=[N:8][C:7]([NH:20][CH:21]3[CH2:23][CH2:22]3)=[N:6][C:5]=2[S:4][C:3]=1[C:24]([NH2:26])=[O:25].B(Br)(Br)Br. Product: [NH2:1][C:2]1[C:10]2[C:9]([C:11]3[CH:16]=[C:15]([OH:17])[CH:14]=[CH:13][C:12]=3[F:19])=[N:8][C:7]([NH:20][CH:21]3[CH2:23][CH2:22]3)=[N:6][C:5]=2[S:4][C:3]=1[C:24]([NH2:26])=[O:25]. (5) Reactant: [Br:1][C:2]1[CH:3]=[CH:4][C:5](F)=[C:6]([CH:9]=1)[CH:7]=[O:8].[NH:11]1[CH2:16][CH2:15][NH:14][CH2:13][CH2:12]1.CCN(C(C)C)C(C)C.[C:26](O[C:26]([O:28][C:29]([CH3:32])([CH3:31])[CH3:30])=[O:27])([O:28][C:29]([CH3:32])([CH3:31])[CH3:30])=[O:27]. Product: [Br:1][C:2]1[CH:3]=[CH:4][C:5]([N:11]2[CH2:16][CH2:15][N:14]([C:26]([O:28][C:29]([CH3:32])([CH3:31])[CH3:30])=[O:27])[CH2:13][CH2:12]2)=[C:6]([CH:7]=[O:8])[CH:9]=1. The catalyst class is: 37. (6) Reactant: O=P(Cl)(Cl)Cl.[Cl:6][C:7]1[CH:40]=[CH:39][CH:38]=[C:37]([C:41]([F:44])([F:43])[F:42])[C:8]=1[C:9]([N:11]1[C:19]2[C:14](=[CH:15][CH:16]=[C:17]([C:20](=[O:26])[NH:21][CH2:22][C:23](=O)[CH3:24])[CH:18]=2)[C:13]([C:27]2[CH:36]=[CH:35][C:30]([C:31]([O:33][CH3:34])=[O:32])=[CH:29][CH:28]=2)=[N:12]1)=[O:10].C([O-])(O)=O.[Na+]. Product: [Cl:6][C:7]1[CH:40]=[CH:39][CH:38]=[C:37]([C:41]([F:43])([F:42])[F:44])[C:8]=1[C:9]([N:11]1[C:19]2[C:14](=[CH:15][CH:16]=[C:17]([C:20]3[O:26][C:23]([CH3:24])=[CH:22][N:21]=3)[CH:18]=2)[C:13]([C:27]2[CH:36]=[CH:35][C:30]([C:31]([O:33][CH3:34])=[O:32])=[CH:29][CH:28]=2)=[N:12]1)=[O:10]. The catalyst class is: 436.